Dataset: Catalyst prediction with 721,799 reactions and 888 catalyst types from USPTO. Task: Predict which catalyst facilitates the given reaction. (1) Reactant: C([O:5]O)(C)(C)C.C([Li])CCC.[CH:12]1([NH:15][C:16](=[O:22])/[CH:17]=[CH:18]/[CH2:19][CH2:20][CH3:21])[CH2:14][CH2:13]1.S(S([O-])=O)([O-])=O.[Na+].[Na+]. Product: [CH:12]1([NH:15][C:16]([CH:17]2[CH:18]([CH2:19][CH2:20][CH3:21])[O:5]2)=[O:22])[CH2:14][CH2:13]1. The catalyst class is: 7. (2) Reactant: [CH3:1][C:2]1[CH:7]=[CH:6][CH:5]=[C:4]([CH3:8])[C:3]=1[N:9]1[C:13](=[O:14])[CH2:12][C:11]([CH2:18][C:19]([CH3:21])=[CH2:20])([C:15]([OH:17])=[O:16])[CH2:10]1.COC1C=C2[C@@]34[C@@H]5C[C@H]6C(CN5CC3)=CCO[C@H]3CC(=O)N([C@H]4[C@@H]63)C2=CC=1OC. Product: [CH3:8][C:4]1[CH:5]=[CH:6][CH:7]=[C:2]([CH3:1])[C:3]=1[N:9]1[C:13](=[O:14])[CH2:12][C@:11]([CH2:18][C:19]([CH3:21])=[CH2:20])([C:15]([OH:17])=[O:16])[CH2:10]1. The catalyst class is: 41. (3) Reactant: [N+:1]([C:4]1[CH:5]=[N:6][CH:7]=[CH:8][C:9]=1Cl)([O-:3])=[O:2].C(N(CC)C(C)C)C.[C:19]([N:26]1[CH2:31][CH2:30][NH:29][CH2:28][CH2:27]1)([O:21][C:22]([CH3:25])([CH3:24])[CH3:23])=[O:20]. Product: [C:22]([O:21][C:19]([N:26]1[CH2:31][CH2:30][N:29]([C:9]2[CH:8]=[CH:7][N:6]=[CH:5][C:4]=2[N+:1]([O-:3])=[O:2])[CH2:28][CH2:27]1)=[O:20])([CH3:25])([CH3:23])[CH3:24]. The catalyst class is: 4. (4) Reactant: [Br:1][C:2]1[CH:7]=[CH:6][C:5]([C@@H:8]([CH3:12])[C:9](O)=[O:10])=[CH:4][CH:3]=1.CCOC(C)=O. Product: [Br:1][C:2]1[CH:3]=[CH:4][C:5]([C@@H:8]([CH3:12])[CH2:9][OH:10])=[CH:6][CH:7]=1. The catalyst class is: 1. (5) Reactant: C1C2C(COC([N:18]3[CH2:23][C@@H:22]([C:24](=[O:44])[N:25]([CH:41]4[CH2:43][CH2:42]4)[CH2:26][C:27]4[C:35]5[C:30](=[CH:31][CH:32]=[CH:33][CH:34]=5)[N:29]([CH2:36][CH2:37][CH2:38][O:39][CH3:40])[CH:28]=4)[CH2:21][C@@H:20]([NH2:45])[CH2:19]3)=O)C3C(=CC=CC=3)C=2C=CC=1.C(N(C(C)C)C(C)C)C.Cl[C:56]([O:58][CH2:59][C:60]([CH3:63])([CH3:62])[CH3:61])=[O:57]. Product: [CH3:61][C:60]([CH3:63])([CH3:62])[CH2:59][O:58][C:56](=[O:57])[NH:45][C@@H:20]1[CH2:21][C@H:22]([C:24](=[O:44])[N:25]([CH:41]2[CH2:43][CH2:42]2)[CH2:26][C:27]2[C:35]3[C:30](=[CH:31][CH:32]=[CH:33][CH:34]=3)[N:29]([CH2:36][CH2:37][CH2:38][O:39][CH3:40])[CH:28]=2)[CH2:23][NH:18][CH2:19]1. The catalyst class is: 143. (6) Reactant: [OH:1][C:2]1[CH:7]=[CH:6][CH:5]=[CH:4][C:3]=1[C:8](=[O:10])[CH3:9].[H-].[Na+].[CH2:13](Br)[C:14]1[CH:19]=[CH:18][CH:17]=[CH:16][CH:15]=1. Product: [CH2:13]([O:1][C:2]1[CH:7]=[CH:6][CH:5]=[CH:4][C:3]=1[C:8](=[O:10])[CH3:9])[C:14]1[CH:19]=[CH:18][CH:17]=[CH:16][CH:15]=1. The catalyst class is: 3. (7) Reactant: [F:1][C:2]1[CH:11]=[C:10]2[C:5]([CH2:6][CH2:7][CH2:8][N:9]2C(OC(C)(C)C)=O)=[CH:4][C:3]=1[C:19]1[CH:20]=[N:21][N:22]([CH3:24])[CH:23]=1.FC(F)(F)C(O)=O. Product: [F:1][C:2]1[CH:11]=[C:10]2[C:5]([CH2:6][CH2:7][CH2:8][NH:9]2)=[CH:4][C:3]=1[C:19]1[CH:20]=[N:21][N:22]([CH3:24])[CH:23]=1. The catalyst class is: 91. (8) Reactant: Br[CH2:2][CH2:3][CH2:4][O:5][C:6]1[CH:11]=[CH:10][C:9]([Br:12])=[C:8]([CH2:13][CH3:14])[CH:7]=1.C(=O)([O-])[O-].[K+].[K+].Cl.[CH3:22][NH2:23]. Product: [Br:12][C:9]1[CH:10]=[CH:11][C:6]([O:5][CH2:4][CH2:3][CH2:2][NH:23][CH3:22])=[CH:7][C:8]=1[CH2:13][CH3:14]. The catalyst class is: 7. (9) The catalyst class is: 4. Reactant: [Cl:1][C:2]1[S:6][C:5]([NH:7][C:8](=[O:28])[N:9]([CH2:13][CH2:14][CH:15]([C:22]2[CH:27]=[CH:26][CH:25]=[CH:24][CH:23]=2)[C:16]2[CH:21]=[CH:20][CH:19]=[CH:18][CH:17]=2)[CH2:10][CH2:11]O)=[N:4][C:3]=1[C:29]1[CH:34]=[CH:33][C:32]([NH:35][S:36]([CH3:39])(=[O:38])=[O:37])=[CH:31][CH:30]=1.Cl[C:41](OCC1C=CC=CC=1)=[O:42]. Product: [Cl:1][C:2]1[S:6][C:5]([NH:7][C:8](=[O:28])[N:9]([CH2:13][CH2:14][CH:15]([C:16]2[CH:17]=[CH:18][CH:19]=[CH:20][CH:21]=2)[C:22]2[CH:27]=[CH:26][CH:25]=[CH:24][CH:23]=2)[CH2:10][CH2:11][CH2:41][OH:42])=[N:4][C:3]=1[C:29]1[CH:30]=[CH:31][C:32]([NH:35][S:36]([CH3:39])(=[O:37])=[O:38])=[CH:33][CH:34]=1.